From a dataset of Catalyst prediction with 721,799 reactions and 888 catalyst types from USPTO. Predict which catalyst facilitates the given reaction. (1) Reactant: [NH2:1][C:2]1[CH:29]=[CH:28][CH:27]=[CH:26][C:3]=1[CH2:4][N:5]1[C:17]2[CH2:16][CH2:15][CH:14]([NH:18][C:19](=[O:23])[CH:20]([CH3:22])[CH3:21])[CH2:13][C:12]=2[C:11]2[C:6]1=[CH:7][CH:8]=[C:9]([C:24]#[N:25])[CH:10]=2.[CH3:30][S:31](Cl)(=[O:33])=[O:32].N1C=CC=CC=1.CN(C=O)C. Product: [C:24]([C:9]1[CH:10]=[C:11]2[C:6](=[CH:7][CH:8]=1)[N:5]([CH2:4][C:3]1[CH:26]=[CH:27][CH:28]=[CH:29][C:2]=1[NH:1][S:31]([CH3:30])(=[O:33])=[O:32])[C:17]1[CH2:16][CH2:15][CH:14]([NH:18][C:19](=[O:23])[CH:20]([CH3:21])[CH3:22])[CH2:13][C:12]2=1)#[N:25]. The catalyst class is: 4. (2) Reactant: [OH-].[Na+].[Cl:3][C:4]1[S:11][C:10]2[CH:9]=[C:8]([C:12](=[O:20])[NH:13][CH2:14][C:15]([O:17]CC)=[O:16])[NH:7][C:6]=2[C:5]=1[Cl:21]. Product: [C:15]([CH2:14][NH:13][C:12]([C:8]1[NH:7][C:6]2[C:5]([Cl:21])=[C:4]([Cl:3])[S:11][C:10]=2[CH:9]=1)=[O:20])([OH:17])=[O:16]. The catalyst class is: 7. (3) Reactant: [NH2:1][C:2]1[C:3]2[C:10]([C:11]3[CH:16]=[CH:15][C:14]([NH:17][S:18]([C:21]4[CH:26]=[CH:25][CH:24]=[C:23]([Cl:27])[C:22]=4[Cl:28])(=[O:20])=[O:19])=[C:13]([F:29])[CH:12]=3)=[CH:9][N:8]([CH:30]3[CH2:35][CH2:34][C:33](=O)[CH2:32][CH2:31]3)[C:4]=2[N:5]=[CH:6][N:7]=1.[CH3:37][N:38]1[CH2:43][CH2:42][NH:41][CH2:40][CH2:39]1.C(O)(=O)C.C(O[BH-](OC(=O)C)OC(=O)C)(=O)C.[Na+]. Product: [NH2:1][C:2]1[C:3]2[C:10]([C:11]3[CH:16]=[CH:15][C:14]([NH:17][S:18]([C:21]4[CH:26]=[CH:25][CH:24]=[C:23]([Cl:27])[C:22]=4[Cl:28])(=[O:20])=[O:19])=[C:13]([F:29])[CH:12]=3)=[CH:9][N:8]([C@H:30]3[CH2:35][CH2:34][C@H:33]([N:41]4[CH2:42][CH2:43][N:38]([CH3:37])[CH2:39][CH2:40]4)[CH2:32][CH2:31]3)[C:4]=2[N:5]=[CH:6][N:7]=1. The catalyst class is: 26. (4) Reactant: [NH2:1][C@H:2]1[CH2:7][CH2:6][C@H:5]([NH:8][C:9](=[O:15])[O:10][C:11]([CH3:14])([CH3:13])[CH3:12])[CH2:4][CH2:3]1.C(N(CC)CC)C.[C:23](Cl)(=[O:25])[CH3:24]. Product: [C:23]([NH:1][C@H:2]1[CH2:7][CH2:6][C@H:5]([NH:8][C:9](=[O:15])[O:10][C:11]([CH3:12])([CH3:14])[CH3:13])[CH2:4][CH2:3]1)(=[O:25])[CH3:24]. The catalyst class is: 4. (5) Reactant: Br[C:2]1[C:10]2[C:9](Cl)=[N:8][CH:7]=[N:6][C:5]=2[S:4][C:3]=1[C:12]1[CH:17]=[CH:16][C:15]([O:18]COC)=[CH:14][CH:13]=1.[OH:22][CH:23]([CH2:29][C:30]1[CH:35]=[CH:34][CH:33]=[CH:32][C:31]=1[O:36][CH2:37][C:38]1[N:39]([CH2:43][C:44]([F:47])([F:46])[F:45])[N:40]=[CH:41][CH:42]=1)[C:24]([O:26][CH2:27][CH3:28])=[O:25].C([O-])([O-])=O.[Cs+].[Cs+].[Cl:54][C:55]1[C:70]([CH3:71])=[C:69](B2OC(C)(C)C(C)(C)O2)[CH:68]=[CH:67][C:56]=1[O:57][CH2:58][CH2:59][N:60]1[CH2:65][CH2:64][N:63]([CH3:66])[CH2:62][CH2:61]1. Product: [Cl:54][C:55]1[C:70]([CH3:71])=[C:69]([C:2]2[C:10]3[C:9]([O:22][C@H:23]([CH2:29][C:30]4[CH:35]=[CH:34][CH:33]=[CH:32][C:31]=4[O:36][CH2:37][C:38]4[N:39]([CH2:43][C:44]([F:46])([F:47])[F:45])[N:40]=[CH:41][CH:42]=4)[C:24]([O:26][CH2:27][CH3:28])=[O:25])=[N:8][CH:7]=[N:6][C:5]=3[S:4][C:3]=2[C:12]2[CH:13]=[CH:14][C:15]([OH:18])=[CH:16][CH:17]=2)[CH:68]=[CH:67][C:56]=1[O:57][CH2:58][CH2:59][N:60]1[CH2:65][CH2:64][N:63]([CH3:66])[CH2:62][CH2:61]1. The catalyst class is: 38. (6) Reactant: [CH3:1][O:2][C:3]1[CH:11]=[C:10]2[C:6]([CH:7]([C:13](Cl)([Cl:15])[Cl:14])[O:8][C:9]2=[O:12])=[CH:5][CH:4]=1. Product: [Cl:14][C:13]([Cl:15])=[CH:7][C:6]1[CH:5]=[CH:4][C:3]([O:2][CH3:1])=[CH:11][C:10]=1[C:9]([OH:12])=[O:8]. The catalyst class is: 763. (7) The catalyst class is: 14. Product: [Cl:1][C:2]1[C:28]([Cl:29])=[CH:27][C:5]([O:6][C:7]2[CH:12]=[C:11]([O:13][CH2:14][CH2:15][NH2:16])[CH:10]=[CH:9][N:8]=2)=[C:4]([I:30])[CH:3]=1. Reactant: [Cl:1][C:2]1[C:28]([Cl:29])=[CH:27][C:5]([O:6][C:7]2[CH:12]=[C:11]([O:13][CH2:14][CH2:15][N:16]3C(=O)C4C(=CC=CC=4)C3=O)[CH:10]=[CH:9][N:8]=2)=[C:4]([I:30])[CH:3]=1.